From a dataset of Catalyst prediction with 721,799 reactions and 888 catalyst types from USPTO. Predict which catalyst facilitates the given reaction. (1) Reactant: Br[C:2]1[N:3]=[C:4]([N:8]2[CH2:13][CH2:12][N:11]([C:14]([O:16][C:17]([CH3:20])([CH3:19])[CH3:18])=[O:15])[C@@H:10]([CH2:21][CH:22]([CH3:24])[CH3:23])[CH2:9]2)[S:5][C:6]=1[CH3:7].[Li]CCCC.[F:30][C:31]1[C:36]([C:37](N(OC)C)=[O:38])=[CH:35][CH:34]=[CH:33][N:32]=1. Product: [F:30][C:31]1[C:36]([C:37]([C:2]2[N:3]=[C:4]([N:8]3[CH2:13][CH2:12][N:11]([C:14]([O:16][C:17]([CH3:20])([CH3:19])[CH3:18])=[O:15])[C@@H:10]([CH2:21][CH:22]([CH3:24])[CH3:23])[CH2:9]3)[S:5][C:6]=2[CH3:7])=[O:38])=[CH:35][CH:34]=[CH:33][N:32]=1. The catalyst class is: 1. (2) Reactant: [C:1]([C:5]1[CH:13]=[CH:12][CH:11]=[CH:10][C:6]=1[C:7](O)=[O:8])([CH3:4])([CH3:3])[CH3:2].B.C1COCC1.[OH-].[Na+]. The catalyst class is: 1. Product: [C:1]([C:5]1[CH:13]=[CH:12][CH:11]=[CH:10][C:6]=1[CH2:7][OH:8])([CH3:4])([CH3:2])[CH3:3]. (3) Reactant: C(Cl)CCl.[NH2:5][C:6]1[N:11]=[CH:10][C:9]([CH:12]=[CH:13][C:14]([OH:16])=O)=[CH:8][CH:7]=1.[CH3:17][N:18]1[C:26]2[C:21](=[CH:22][CH:23]=[CH:24][CH:25]=2)[C:20]([CH2:27][NH:28][CH3:29])=[CH:19]1.C1C=CC2N(O)N=NC=2C=1.O. Product: [NH2:5][C:6]1[N:11]=[CH:10][C:9](/[CH:12]=[CH:13]/[C:14]([N:28]([CH3:29])[CH2:27][C:20]2[C:21]3[C:26](=[CH:25][CH:24]=[CH:23][CH:22]=3)[N:18]([CH3:17])[CH:19]=2)=[O:16])=[CH:8][CH:7]=1. The catalyst class is: 3. (4) Reactant: [C:1]1(B(O)O)[CH:6]=[CH:5][CH:4]=[CH:3][CH:2]=1.Br[C:11]1[CH:15]=[CH:14][O:13][CH:12]=1.[O-]P([O-])([O-])=O.[K+].[K+].[K+]. Product: [C:1]1([C:11]2[CH:15]=[CH:14][O:13][CH:12]=2)[CH:6]=[CH:5][CH:4]=[CH:3][CH:2]=1. The catalyst class is: 70.